The task is: Predict which catalyst facilitates the given reaction.. This data is from Catalyst prediction with 721,799 reactions and 888 catalyst types from USPTO. (1) Reactant: [C:1]([N:4]1[C:12]2[C:7](=[CH:8][C:9]([C:13](=O)[CH2:14][OH:15])=[CH:10][CH:11]=2)[CH2:6][CH2:5]1)(=[O:3])[CH3:2].[C:17](#[N:21])[CH2:18][C:19]#[N:20].C(NCC)C.O. Product: [C:1]([N:4]1[C:12]2[C:7](=[CH:8][C:9]([C:13]3[C:18]([C:19]#[N:20])=[C:17]([NH2:21])[O:15][CH:14]=3)=[CH:10][CH:11]=2)[CH2:6][CH2:5]1)(=[O:3])[CH3:2]. The catalyst class is: 3. (2) The catalyst class is: 188. Reactant: [CH3:1][C:2]1[C:6]([CH3:7])=[C:5]([NH:8][C:9](=[O:16])OCC(Cl)(Cl)Cl)[O:4][N:3]=1.Cl.Cl.[F:19][C:20]1[CH:21]=[C:22]([C:27]2[CH:32]=[CH:31][N:30]=[C:29]([N:33]3[CH2:38][CH2:37][NH:36][CH2:35][CH2:34]3)[N:28]=2)[CH:23]=[C:24]([F:26])[CH:25]=1. Product: [CH3:1][C:2]1[C:6]([CH3:7])=[C:5]([NH:8][C:9]([N:36]2[CH2:37][CH2:38][N:33]([C:29]3[N:28]=[C:27]([C:22]4[CH:23]=[C:24]([F:26])[CH:25]=[C:20]([F:19])[CH:21]=4)[CH:32]=[CH:31][N:30]=3)[CH2:34][CH2:35]2)=[O:16])[O:4][N:3]=1. (3) Reactant: [CH:1]1[CH:2]=[N:3][C:4]2[C:9]([N:10]=1)=[CH:8][C:7]1[CH:11]3[CH2:16][NH:15][CH2:14][CH:13]([C:6]=1[CH:5]=2)[CH2:12]3.[C:17]([OH:26])(=[O:25])[CH:18]([CH:20]([C:22]([OH:24])=[O:23])[OH:21])[OH:19]. Product: [CH:2]1[CH:1]=[N:10][C:9]2[C:4]([N:3]=1)=[CH:5][C:6]1[CH:13]3[CH2:14][NH:15][CH2:16][CH:11]([C:7]=1[CH:8]=2)[CH2:12]3.[CH:18]([OH:19])([C:17]([OH:26])=[O:25])[CH:20]([OH:21])[C:22]([OH:24])=[O:23]. The catalyst class is: 24. (4) Reactant: C([O:3][C:4](=[O:25])[CH2:5][C:6]1[C:10]2[CH:11]=[CH:12][C:13]([O:15][CH2:16][C:17]3[C:18]([Cl:24])=[N:19][C:20]([CH3:23])=[N:21][CH:22]=3)=[CH:14][C:9]=2[S:8][CH:7]=1)C.[Li+].[OH-].Cl. Product: [Cl:24][C:18]1[C:17]([CH2:16][O:15][C:13]2[CH:12]=[CH:11][C:10]3[C:6]([CH2:5][C:4]([OH:25])=[O:3])=[CH:7][S:8][C:9]=3[CH:14]=2)=[CH:22][N:21]=[C:20]([CH3:23])[N:19]=1. The catalyst class is: 242. (5) Reactant: C(OC(=O)[NH:7][C@H:8]1[CH2:13][CH2:12][C@@H:11]([N:14]2[CH:18]=[N:17][CH:16]=[N:15]2)[CH2:10][CH2:9]1)(C)(C)C.[F:20][C:21]([F:26])([F:25])[C:22]([OH:24])=[O:23]. Product: [F:20][C:21]([F:26])([F:25])[C:22]([OH:24])=[O:23].[N:14]1([C@@H:11]2[CH2:10][CH2:9][C@H:8]([NH2:7])[CH2:13][CH2:12]2)[CH:18]=[N:17][CH:16]=[N:15]1.[C:22]([OH:24])([C:21]([F:26])([F:25])[F:20])=[O:23]. The catalyst class is: 2. (6) Reactant: [Cl:1][C:2]1[CH:7]=[CH:6][C:5]([NH:8][C:9](=[O:17])OC2C=CC=CC=2)=[CH:4][C:3]=1[C:18]([F:21])([F:20])[F:19].[NH2:22][C:23]1[CH:39]=[CH:38][C:26]([O:27][C:28]2[CH:33]=[CH:32][N:31]=[C:30]([C:34]([NH:36][CH3:37])=[O:35])[CH:29]=2)=[CH:25][CH:24]=1. Product: [Cl:1][C:2]1[CH:7]=[CH:6][C:5]([NH:8][C:9](=[O:17])[NH:22][C:23]2[CH:39]=[CH:38][C:26]([O:27][C:28]3[CH:33]=[CH:32][N:31]=[C:30]([C:34]([NH:36][CH3:37])=[O:35])[CH:29]=3)=[CH:25][CH:24]=2)=[CH:4][C:3]=1[C:18]([F:19])([F:20])[F:21]. The catalyst class is: 42. (7) Reactant: [Br:1][C:2]1[CH:7]=[CH:6][C:5]([N+:8]([O-:10])=[O:9])=[C:4](F)[CH:3]=1.[O-:12][CH2:13][CH3:14].[Na+]. Product: [CH2:13]([O:12][C:4]1[CH:3]=[C:2]([Br:1])[CH:7]=[CH:6][C:5]=1[N+:8]([O-:10])=[O:9])[CH3:14]. The catalyst class is: 511. (8) Reactant: [CH3:1][O:2][C:3]1[CH:8]=[CH:7][C:6]([C:9]2[NH:10][C:11](=O)[O:12][C:13]=2[C:14]2[CH:19]=[CH:18][C:17]([O:20][CH3:21])=[CH:16][CH:15]=2)=[CH:5][CH:4]=1.P(Cl)(Cl)([Cl:25])=O. Product: [CH3:1][O:2][C:3]1[CH:8]=[CH:7][C:6]([C:9]2[N:10]=[C:11]([Cl:25])[O:12][C:13]=2[C:14]2[CH:19]=[CH:18][C:17]([O:20][CH3:21])=[CH:16][CH:15]=2)=[CH:5][CH:4]=1. The catalyst class is: 66.